Dataset: Reaction yield outcomes from USPTO patents with 853,638 reactions. Task: Predict the reaction yield, written as a fraction of the theoretical maximum amount of product (1.0 means a 100% yield; for example, 0.34 means a 34% yield). (1) The reactants are [CH3:1][O:2][C:3]([C:5]1[S:9][C:8]2[CH:10]=[C:11]([C:14]([OH:16])=O)[CH:12]=[CH:13][C:7]=2[C:6]=1[O:17][CH2:18][C:19]([O:21][CH3:22])=[O:20])=[O:4].S(Cl)(Cl)=O.COC(C1SC2C=C(C(Cl)=O)C=C(OC)C=2C=1C(OC)=O)=O.[NH2:49][C:50]1[N:54]([CH3:55])[N:53]=[C:52]([C:56]2[CH:61]=[CH:60][CH:59]=[CH:58][CH:57]=2)[CH:51]=1.N1C=CC=CC=1. The catalyst is C1(C)C=CC=CC=1.ClCCl. The product is [CH3:1][O:2][C:3]([C:5]1[S:9][C:8]2[CH:10]=[C:11]([C:14](=[O:16])[NH:49][C:50]3[N:54]([CH3:55])[N:53]=[C:52]([C:56]4[CH:61]=[CH:60][CH:59]=[CH:58][CH:57]=4)[CH:51]=3)[CH:12]=[CH:13][C:7]=2[C:6]=1[O:17][CH2:18][C:19]([O:21][CH3:22])=[O:20])=[O:4]. The yield is 0.790. (2) The product is [CH2:37]([C@H:9]([NH:8][C:6](=[O:7])[O:5][C:1]([CH3:2])([CH3:3])[CH3:4])[C@@H:10]([OH:29])[CH2:11][C@@H:12]([NH:63][C:66]([O:72][C:68]([CH3:71])([CH3:70])[CH3:69])=[O:51])[CH2:16][C:17]1[CH:18]=[CH:19][C:20]([C:23]2[CH:28]=[CH:27][CH:26]=[CH:25][N:24]=2)=[CH:21][CH:22]=1)[C:38]1[CH:39]=[CH:40][CH:41]=[CH:42][CH:43]=1. The yield is 0.0900. The catalyst is C1(C)C=CC=CC=1.CN(C1C=CN=CC=1)C. The reactants are [C:1]([O:5][C:6]([NH:8][C@@H:9]([CH2:37][C:38]1[CH:43]=[CH:42][CH:41]=[CH:40][CH:39]=1)[C@@H:10]([O:29][Si](C(C)(C)C)(C)C)[CH2:11][CH:12]([CH2:16][C:17]1[CH:22]=[CH:21][C:20]([C:23]2[CH:28]=[CH:27][CH:26]=[CH:25][N:24]=2)=[CH:19][CH:18]=1)C(O)=O)=[O:7])([CH3:4])([CH3:3])[CH3:2].C1C=CC(P(N=[N+]=[N-])(C2C=CC=CC=2)=[O:51])=CC=1.C([N:63]([CH2:66]C)CC)C.[C:68]([OH:72])([CH3:71])([CH3:70])[CH3:69]. (3) The reactants are [CH3:1][O:2][C:3]1[CH:30]=[CH:29][C:6]2[C:7]([C:15]([C:17]3[CH:22]=[C:21]([O:23][CH3:24])[C:20]([O:25][CH3:26])=[C:19]([O:27][CH3:28])[CH:18]=3)=[O:16])=[C:8]([C:10]3[CH:11]=[N:12][NH:13][CH:14]=3)[O:9][C:5]=2[CH:4]=1.C(=O)([O-])[O-].[K+].[K+].Br[CH2:38][C:39]([O:41][CH2:42][CH3:43])=[O:40]. The catalyst is CN(C=O)C. The product is [CH2:42]([O:41][C:39](=[O:40])[CH2:38][N:13]1[CH:14]=[C:10]([C:8]2[O:9][C:5]3[CH:4]=[C:3]([O:2][CH3:1])[CH:30]=[CH:29][C:6]=3[C:7]=2[C:15](=[O:16])[C:17]2[CH:18]=[C:19]([O:27][CH3:28])[C:20]([O:25][CH3:26])=[C:21]([O:23][CH3:24])[CH:22]=2)[CH:11]=[N:12]1)[CH3:43]. The yield is 0.980. (4) The reactants are [OH:1][C:2]1[CH:3]=[C:4]2[C:9](=[CH:10][CH:11]=1)[N:8]=[C:7]([N:12]1[CH2:17][CH2:16][CH:15]([C:18]([O:20]C)=[O:19])[CH2:14][CH2:13]1)[N:6]=[CH:5]2.[OH-].[Na+].Cl. The catalyst is CO.CCOC(C)=O. The product is [OH:1][C:2]1[CH:3]=[C:4]2[C:9](=[CH:10][CH:11]=1)[N:8]=[C:7]([N:12]1[CH2:13][CH2:14][CH:15]([C:18]([OH:20])=[O:19])[CH2:16][CH2:17]1)[N:6]=[CH:5]2. The yield is 0.190. (5) The reactants are [Cl:1][C:2]1[CH:7]=[C:6](/[CH:8]=[CH:9]/[CH:10]([C:15]2[CH:20]=[C:19]([Cl:21])[CH:18]=[C:17]([Cl:22])[CH:16]=2)[C:11]([F:14])([F:13])[F:12])[CH:5]=[CH:4][C:3]=1[CH2:23][NH2:24].[CH2:25]([N:27]=[C:28]=[O:29])[CH3:26]. The yield is 0.600. The catalyst is C(Cl)Cl. The product is [Cl:1][C:2]1[CH:7]=[C:6](/[CH:8]=[CH:9]/[CH:10]([C:15]2[CH:16]=[C:17]([Cl:22])[CH:18]=[C:19]([Cl:21])[CH:20]=2)[C:11]([F:13])([F:14])[F:12])[CH:5]=[CH:4][C:3]=1[CH2:23][NH:24][C:28]([NH:27][CH2:25][CH3:26])=[O:29].